This data is from Full USPTO retrosynthesis dataset with 1.9M reactions from patents (1976-2016). The task is: Predict the reactants needed to synthesize the given product. Given the product [O:4]1[CH2:1][C:2]21[CH2:5][CH:19]1[N:21]([C:22]([O:24][CH2:25][C:26]3[CH:31]=[CH:30][CH:29]=[CH:28][CH:27]=3)=[O:23])[CH:16]([CH2:17][CH2:18]1)[CH2:3]2, predict the reactants needed to synthesize it. The reactants are: [CH3:1][C:2]([CH3:5])([O-:4])[CH3:3].[K+].[I-].C[S+](C)(C)=O.O=C1C[CH:19]2[N:21]([C:22]([O:24][CH2:25][C:26]3[CH:31]=[CH:30][CH:29]=[CH:28][CH:27]=3)=[O:23])[CH:16]([CH2:17][CH2:18]2)C1.